This data is from Catalyst prediction with 721,799 reactions and 888 catalyst types from USPTO. The task is: Predict which catalyst facilitates the given reaction. (1) Reactant: [C:1]1([NH2:8])[C:2]([NH2:7])=[CH:3][CH:4]=[CH:5][CH:6]=1.[Cl:9][C:10]([Cl:16])([Cl:15])[C:11](=N)OC.O. Product: [Cl:9][C:10]([Cl:16])([Cl:15])[C:11]1[NH:8][C:1]2[CH:6]=[CH:5][CH:4]=[CH:3][C:2]=2[N:7]=1. The catalyst class is: 15. (2) Reactant: CC1C=CC(S(O)(=O)=O)=CC=1.CC1(C)[N:17]([C:18]([O:20][C:21]([CH3:24])([CH3:23])[CH3:22])=[O:19])[C@@H:16]([CH2:25][C@H:26]2[CH2:31][CH2:30][CH2:29][O:28][CH2:27]2)[CH2:15][O:14]1.CC(OC(OC(OC(C)(C)C)=O)=O)(C)C. Product: [OH:14][CH2:15][C@@H:16]([NH:17][C:18](=[O:19])[O:20][C:21]([CH3:23])([CH3:22])[CH3:24])[CH2:25][C@H:26]1[CH2:31][CH2:30][CH2:29][O:28][CH2:27]1. The catalyst class is: 5. (3) Product: [F:25][C:19]1[CH:20]=[C:21]([I:24])[CH:22]=[CH:23][C:18]=1[NH:17][C:11]1[N:12]([CH3:16])[C:13](=[O:15])[CH:14]=[C:9]([O:8][C:5]2[CH:6]=[N:7][C:2]([CH3:1])=[CH:3][CH:4]=2)[C:10]=1[C:26]([NH2:28])=[O:27].[O:15]=[C:13]1[NH:12][CH:11]=[C:10]([C:26]([NH2:28])=[O:27])[CH:9]=[CH:14]1. The catalyst class is: 520. Reactant: [CH3:1][C:2]1[N:7]=[CH:6][C:5]([O:8][C:9]2[C:10]([C:26]([NH:28]CC3C=CC(OC)=CC=3)=[O:27])=[C:11]([NH:17][C:18]3[CH:23]=[CH:22][C:21]([I:24])=[CH:20][C:19]=3[F:25])[N:12]([CH3:16])[C:13](=[O:15])[CH:14]=2)=[CH:4][CH:3]=1.[Cl-].[Al+3].[Cl-].[Cl-].C(OCC)(=O)C.O.